From a dataset of Acute oral toxicity (LD50) regression data from Zhu et al.. Regression/Classification. Given a drug SMILES string, predict its toxicity properties. Task type varies by dataset: regression for continuous values (e.g., LD50, hERG inhibition percentage) or binary classification for toxic/non-toxic outcomes (e.g., AMES mutagenicity, cardiotoxicity, hepatotoxicity). Dataset: ld50_zhu. (1) The drug is CC(=O)OCC(C(OC(C)=O)c1ccccc1)[N+](=O)[O-]. The rat oral LD50 is 1.94, given as -log10 of the dose in mol/kg body weight (higher means more acutely toxic). (2) The drug is Cn1cnc2c1c(=O)[nH]c(=O)n2C. The rat oral LD50 is 2.15, given as -log10 of the dose in mol/kg body weight (higher means more acutely toxic). (3) The rat oral LD50 is 2.47, given as -log10 of the dose in mol/kg body weight (higher means more acutely toxic). The molecule is Oc1ccccc1. (4) The drug is Nc1nc2cccc(Cl)c2o1. The rat oral LD50 is 2.61, given as -log10 of the dose in mol/kg body weight (higher means more acutely toxic). (5) The compound is O=C(O)c1cc2ccccc2oc1=O. The rat oral LD50 is 2.98, given as -log10 of the dose in mol/kg body weight (higher means more acutely toxic). (6) The compound is Nc1ccc(C(=O)c2ccccc2)c(C(=O)O)c1. The rat oral LD50 is 1.65, given as -log10 of the dose in mol/kg body weight (higher means more acutely toxic).